From a dataset of Retrosynthesis with 50K atom-mapped reactions and 10 reaction types from USPTO. Predict the reactants needed to synthesize the given product. (1) Given the product CCOC(=O)[C@H](Cc1ccc(OC/C=C(\C)c2ccc(-c3ccc(C(C)C)cc3)cc2)cc1)OCC, predict the reactants needed to synthesize it. The reactants are: C/C(=C\CO)c1ccc(-c2ccc(C(C)C)cc2)cc1.CCOC(=O)[C@H](Cc1ccc(O)cc1)OCC. (2) Given the product CN1CCC(N(C)c2ccc(NC(=O)Cc3ccc(-n4cnc5ccccc54)cc3)cc2C(F)(F)F)CC1, predict the reactants needed to synthesize it. The reactants are: CN1CCC(N(C)c2ccc(N)cc2C(F)(F)F)CC1.O=C(O)Cc1ccc(-n2cnc3ccccc32)cc1. (3) Given the product CCCCN(CCCNC1=C(c2ccccc2)S(=O)(=O)N(C(C)(C)C)C1=O)Cc1ccccc1, predict the reactants needed to synthesize it. The reactants are: CC(C)(C)N1C(=O)C(NCCCBr)=C(c2ccccc2)S1(=O)=O.CCCCNCc1ccccc1. (4) Given the product CC(NCCCNC(=O)OC(C)(C)C)c1nnn(-c2cccc(Cl)c2)n1, predict the reactants needed to synthesize it. The reactants are: CC(C)(C)OC(=O)NCCC=O.CC(N)c1nnn(-c2cccc(Cl)c2)n1. (5) The reactants are: CCOC(=O)c1cc2cc(OC(F)(F)F)ccc2[nH]1.N#CCCl. Given the product CCOC(=O)c1cc2cc(OC(F)(F)F)ccc2n1CC#N, predict the reactants needed to synthesize it. (6) Given the product CCCCCCCN(CCc1csc(SC(C)(C)C(=O)OC(C)(C)C)n1)c1ccc([N+](=O)[O-])cc1, predict the reactants needed to synthesize it. The reactants are: CCCCCCCNCCc1csc(SC(C)(C)C(=O)OC(C)(C)C)n1.O=[N+]([O-])c1ccc(F)cc1. (7) Given the product CCCc1nc(CC)c(-c2ccc(OCC(C)(C)C)cc2)c(=O)n1Cc1ccc(-c2ccccc2C#N)cc1, predict the reactants needed to synthesize it. The reactants are: CC(C)(C)CI.CCCc1nc(CC)c(-c2ccc(O)cc2)c(=O)n1Cc1ccc(-c2ccccc2C#N)cc1. (8) Given the product Nc1cc(OCC(F)(F)F)c(C(F)(F)F)cc1[N+](=O)[O-], predict the reactants needed to synthesize it. The reactants are: Nc1cc(Cl)c(C(F)(F)F)cc1[N+](=O)[O-].OCC(F)(F)F. (9) Given the product O=C1CCC(N2C(=O)c3cccc(NC(=O)c4ccc([N+](=O)[O-])cc4)c3C2=O)C(=O)N1, predict the reactants needed to synthesize it. The reactants are: Nc1cccc2c1C(=O)N(C1CCC(=O)NC1=O)C2=O.O=C(Cl)c1ccc([N+](=O)[O-])cc1. (10) Given the product CCCC[Sn](CCCC)(CCCC)c1cc(C)c(C=O)s1, predict the reactants needed to synthesize it. The reactants are: CCCC[Sn](CCCC)(CCCC)c1cc(C)c(C2OCCO2)s1.